This data is from Forward reaction prediction with 1.9M reactions from USPTO patents (1976-2016). The task is: Predict the product of the given reaction. (1) Given the reactants CS(O[CH2:6][CH2:7][N:8]1[CH:12]=[C:11]([C:13]2[CH:18]=[C:17]([C:19]([O:21]C)=[O:20])[CH:16]=[CH:15][N:14]=2)[N:10]=[CH:9]1)(=O)=O.[CH2:23]([C:25]1[CH:32]=[CH:31][CH:30]=[CH:29][C:26]=1[CH2:27][NH2:28])[CH3:24], predict the reaction product. The product is: [CH2:23]([C:25]1[CH:32]=[CH:31][CH:30]=[CH:29][C:26]=1[CH2:27][NH:28][CH2:6][CH2:7][N:8]1[CH:12]=[C:11]([C:13]2[CH:18]=[C:17]([C:19]([OH:21])=[O:20])[CH:16]=[CH:15][N:14]=2)[N:10]=[CH:9]1)[CH3:24]. (2) Given the reactants [C:1]([O:5][C:6]([N:8]1[CH2:13][CH2:12][CH:11]([CH2:14][NH2:15])[CH2:10][CH2:9]1)=[O:7])([CH3:4])([CH3:3])[CH3:2].[C:16](N1C=CN=C1)(N1C=CN=C1)=[S:17], predict the reaction product. The product is: [C:1]([O:5][C:6]([N:8]1[CH2:13][CH2:12][CH:11]([CH2:14][N:15]=[C:16]=[S:17])[CH2:10][CH2:9]1)=[O:7])([CH3:4])([CH3:3])[CH3:2]. (3) Given the reactants [BH4-].[Na+].[CH:3]([C:5]1[CH:9]=[C:8]([C:10]2[CH:11]=[C:12]([C:16]([NH:19][S:20]([CH2:23][C:24]([F:27])([F:26])[F:25])(=[O:22])=[O:21])([CH3:18])[CH3:17])[CH:13]=[CH:14][CH:15]=2)[N:7]([CH3:28])[N:6]=1)=[O:4].[NH4+].[Cl-], predict the reaction product. The product is: [OH:4][CH2:3][C:5]1[CH:9]=[C:8]([C:10]2[CH:11]=[C:12]([C:16]([NH:19][S:20]([CH2:23][C:24]([F:27])([F:26])[F:25])(=[O:22])=[O:21])([CH3:18])[CH3:17])[CH:13]=[CH:14][CH:15]=2)[N:7]([CH3:28])[N:6]=1. (4) The product is: [Cl:26][C:23]1[CH:22]=[CH:21][C:20]([C:16]2([C:13]3[C:14]4[C:9](=[CH:8][CH:7]=[C:6]([NH2:5])[CH:15]=4)[CH2:10][CH2:11][N:12]=3)[CH2:19][CH2:18][CH2:17]2)=[CH:25][CH:24]=1. Given the reactants C(OC(=O)[NH:5][C:6]1[CH:15]=[C:14]2[C:9]([CH2:10][CH2:11][N:12]=[C:13]2[C:16]2([C:20]3[CH:25]=[CH:24][C:23]([Cl:26])=[CH:22][CH:21]=3)[CH2:19][CH2:18][CH2:17]2)=[CH:8][CH:7]=1)C.[OH-].[K+], predict the reaction product. (5) Given the reactants [BrH:1].Cl.[NH2:3][C:4]1[C:5]([OH:20])=[C:6]([C:11]2[CH:16]=[CH:15][CH:14]=[C:13]([C:17]([OH:19])=[O:18])[CH:12]=2)[CH:7]=[C:8]([F:10])[CH:9]=1, predict the reaction product. The product is: [BrH:1].[NH2:3][C:4]1[C:5]([OH:20])=[C:6]([C:11]2[CH:16]=[CH:15][CH:14]=[C:13]([C:17]([OH:19])=[O:18])[CH:12]=2)[CH:7]=[C:8]([F:10])[CH:9]=1. (6) The product is: [Cl:1][C:2]1[CH:36]=[C:35]([CH:34]=[C:4]([O:5][C:6]2[C:7](=[O:33])[N:8]([CH2:16][C:17]3[C:25]4[C:20](=[N:21][CH:22]=[CH:23][CH:24]=4)[NH:19][N:18]=3)[CH:9]=[CH:10][C:11]=2[C:12]([F:14])([F:15])[F:13])[CH:3]=1)[C:37]#[N:38]. Given the reactants [Cl:1][C:2]1[CH:3]=[C:4]([CH:34]=[C:35]([C:37]#[N:38])[CH:36]=1)[O:5][C:6]1[C:7](=[O:33])[N:8]([CH2:16][C:17]2[C:25]3[C:20](=[N:21][CH:22]=[CH:23][CH:24]=3)[N:19](C(OC(C)(C)C)=O)[N:18]=2)[CH:9]=[CH:10][C:11]=1[C:12]([F:15])([F:14])[F:13], predict the reaction product. (7) Given the reactants [CH:1]1([CH:4]([NH:8][C:9]2[C:14]([N+:15]([O-])=O)=[C:13]([C:18]3[CH:23]=[CH:22][C:21]([Cl:24])=[CH:20][C:19]=3[Cl:25])[CH:12]=[CH:11][N:10]=2)[CH2:5][CH2:6][CH3:7])[CH2:3][CH2:2]1.[O-]S(S([O-])=O)=O.[Na+].[Na+], predict the reaction product. The product is: [CH:1]1([CH:4]([NH:8][C:9]2[C:14]([NH2:15])=[C:13]([C:18]3[CH:23]=[CH:22][C:21]([Cl:24])=[CH:20][C:19]=3[Cl:25])[CH:12]=[CH:11][N:10]=2)[CH2:5][CH2:6][CH3:7])[CH2:3][CH2:2]1. (8) The product is: [F:15][C:16]([F:25])([F:26])[C:17]1[CH:24]=[CH:23][C:20]([CH2:21][O:3][C:4]2[C:13]([CH3:14])=[CH:12][CH:11]=[CH:10][C:5]=2[C:6]([O:8][CH3:9])=[O:7])=[CH:19][CH:18]=1. Given the reactants [H-].[Na+].[OH:3][C:4]1[C:13]([CH3:14])=[CH:12][CH:11]=[CH:10][C:5]=1[C:6]([O:8][CH3:9])=[O:7].[F:15][C:16]([F:26])([F:25])[C:17]1[CH:24]=[CH:23][C:20]([CH2:21]Br)=[CH:19][CH:18]=1, predict the reaction product. (9) Given the reactants I[C:2]1[C:3]2[NH:16][CH:15]=[CH:14][C:4]=2[C:5]2[C:10]([CH:11]=1)=[N:9][C:8]([NH2:12])=[N:7][C:6]=2[NH2:13].[F:17][C:18]([F:33])([F:32])[C:19]1[CH:20]=[C:21](B(O)O)[CH:22]=[C:23]([C:25]([F:28])([F:27])[F:26])[CH:24]=1.C(=O)(O)[O-].[Na+], predict the reaction product. The product is: [F:17][C:18]([F:32])([F:33])[C:19]1[CH:20]=[C:21]([C:2]2[C:3]3[NH:16][CH:15]=[CH:14][C:4]=3[C:5]3[C:10]([CH:11]=2)=[N:9][C:8]([NH2:12])=[N:7][C:6]=3[NH2:13])[CH:22]=[C:23]([C:25]([F:26])([F:27])[F:28])[CH:24]=1.